This data is from Full USPTO retrosynthesis dataset with 1.9M reactions from patents (1976-2016). The task is: Predict the reactants needed to synthesize the given product. (1) Given the product [C:11]([OH:12])(=[O:15])[CH2:9][CH2:7][CH3:5].[C:13]([OH:18])(=[O:17])[CH2:14][CH3:16], predict the reactants needed to synthesize it. The reactants are: O=C[C@@H]([C@H:5]([C@@H:7]([C@@H:9]([CH2:11][OH:12])O)O)O)O.[C:13]([OH:18])(=[O:17])[C@H:14]([CH3:16])[OH:15].C(O)(=O)CC. (2) The reactants are: Br[CH2:2][C:3]([C@H:5]1[C@@H:9]2[C@@H:10]3[C@@:23]([CH3:26])([CH2:24][CH2:25][C@@:8]2([C:44]([O:46][Si](C(C)(C)C)(C)C)=[O:45])[CH2:7][CH2:6]1)[C@@:22]1([CH3:27])[C@@H:13]([C@:14]2([CH3:43])[C@@H:19]([CH2:20][CH2:21]1)[C:18]([CH3:29])([CH3:28])[C:17]([C:30]1[CH:35]=[CH:34][C:33]([C:36]([O:38][C:39]([CH3:42])([CH3:41])[CH3:40])=[O:37])=[CH:32][CH:31]=1)=[CH:16][CH2:15]2)[CH2:12][CH2:11]3)=[CH2:4].[CH3:54][N:55]([CH3:59])[CH2:56][CH2:57][NH2:58]. Given the product [C:39]([O:38][C:36]([C:33]1[CH:34]=[CH:35][C:30]([C:17]2[C:18]([CH3:28])([CH3:29])[C@H:19]3[C@:14]([CH3:43])([CH2:15][CH:16]=2)[C@@H:13]2[C@:22]([CH3:27])([C@@:23]4([CH3:26])[C@H:10]([CH2:11][CH2:12]2)[C@H:9]2[C@H:5]([C:3]([CH2:2][NH:58][CH2:57][CH2:56][N:55]([CH3:59])[CH3:54])=[CH2:4])[CH2:6][CH2:7][C@:8]2([C:44]([OH:46])=[O:45])[CH2:25][CH2:24]4)[CH2:21][CH2:20]3)=[CH:31][CH:32]=1)=[O:37])([CH3:42])([CH3:41])[CH3:40], predict the reactants needed to synthesize it. (3) Given the product [C:1]([S@@:5]([NH:7][C@H:8]([C:13]1([C:18]([NH:24][CH3:23])=[O:20])[S:17][CH2:16][CH2:15][S:14]1)[CH2:9][CH:10]1[CH2:12][CH2:11]1)=[O:6])([CH3:4])([CH3:3])[CH3:2], predict the reactants needed to synthesize it. The reactants are: [C:1]([S@@:5]([NH:7][C@H:8]([C:13]1([C:18]([O:20]CC)=O)[S:17][CH2:16][CH2:15][S:14]1)[CH2:9][CH:10]1[CH2:12][CH2:11]1)=[O:6])([CH3:4])([CH3:3])[CH3:2].[CH3:23][NH2:24].C(O)C. (4) Given the product [CH:2]([O:5][C:6]1[CH:7]=[C:8]([C@@H:12]([NH:14][C:28]([C:24]2[CH:23]=[C:22]3[C:27](=[CH:26][CH:25]=2)[N:19]([CH2:18][C:17]2[CH:33]=[C:34]([CH:35]=[CH:36][C:16]=2[Cl:15])[O:37][C@@H:38]([CH3:43])[C:39]([O:41][CH3:42])=[O:40])[C:20]([CH3:32])=[C:21]3[CH3:31])=[O:29])[CH3:13])[CH:9]=[CH:10][CH:11]=1)([CH3:4])[CH3:3], predict the reactants needed to synthesize it. The reactants are: Cl.[CH:2]([O:5][C:6]1[CH:7]=[C:8]([C@@H:12]([NH2:14])[CH3:13])[CH:9]=[CH:10][CH:11]=1)([CH3:4])[CH3:3].[Cl:15][C:16]1[CH:36]=[CH:35][C:34]([O:37][C@@H:38]([CH3:43])[C:39]([O:41][CH3:42])=[O:40])=[CH:33][C:17]=1[CH2:18][N:19]1[C:27]2[C:22](=[CH:23][C:24]([C:28](O)=[O:29])=[CH:25][CH:26]=2)[C:21]([CH3:31])=[C:20]1[CH3:32]. (5) Given the product [Cl:28][C:26]1[CH:25]=[CH:24][C:23]([OH:29])=[C:22]([C:21]2[C:20]3[C:15](=[CH:16][CH:17]=[C:18]([C:31]([F:32])([F:33])[F:34])[CH:19]=3)[NH:14][C:13](=[O:35])[C:12]=2[S:11][C:8]2[CH:9]=[CH:10][C:5]([C:4]([OH:36])=[O:3])=[CH:6][CH:7]=2)[CH:27]=1, predict the reactants needed to synthesize it. The reactants are: C([O:3][C:4](=[O:36])[C:5]1[CH:10]=[CH:9][C:8]([S:11][C:12]2[C:13](=[O:35])[NH:14][C:15]3[C:20]([C:21]=2[C:22]2[CH:27]=[C:26]([Cl:28])[CH:25]=[CH:24][C:23]=2[O:29]C)=[CH:19][C:18]([C:31]([F:34])([F:33])[F:32])=[CH:17][CH:16]=3)=[CH:7][CH:6]=1)C.Cl.N1C=CC=CC=1. (6) Given the product [CH2:1]([O:3][C:4]1[CH:5]=[C:6]([CH:28]=[CH:29][C:30]=1[O:31][CH2:32][CH3:33])[CH2:7][O:8][C:9]1[CH:10]=[C:11]2[C:15](=[CH:16][CH:17]=1)[N:14]1[CH2:18][CH2:19][CH2:20][CH:21]([CH2:22][C:23]([OH:25])=[O:24])[C:13]1=[CH:12]2)[CH3:2], predict the reactants needed to synthesize it. The reactants are: [CH2:1]([O:3][C:4]1[CH:5]=[C:6]([CH:28]=[CH:29][C:30]=1[O:31][CH2:32][CH3:33])[CH2:7][O:8][C:9]1[CH:10]=[C:11]2[C:15](=[CH:16][CH:17]=1)[N:14]1[CH2:18][CH2:19][CH2:20][CH:21]([CH2:22][C:23]([O:25]CC)=[O:24])[C:13]1=[CH:12]2)[CH3:2].[Li+].[OH-].Cl. (7) Given the product [C:9]([O:8][C:6](=[O:7])[NH:13][C:14]1[S:15][C:2]([CH:3]([OH:30])[CH2:4][C:22]2[CH:23]=[CH:24][CH:25]=[CH:26][C:21]=2[O:20][CH3:19])=[CH:1][N:18]=1)([CH3:10])([CH3:11])[CH3:12], predict the reactants needed to synthesize it. The reactants are: [CH2:1]([Li])[CH2:2][CH2:3][CH3:4].[C:6]([N:13]1C=C[S:15][CH:14]1[NH2:18])([O:8][C:9]([CH3:12])([CH3:11])[CH3:10])=[O:7].[CH3:19][O:20][C:21]1[CH:26]=[CH:25][CH:24]=[CH:23][C:22]=1CC=O.[O:30]1CCCC1. (8) Given the product [Cl:1][C:2]1[CH:18]=[C:17]([Cl:19])[CH:16]=[CH:15][C:3]=1[CH2:4][NH:5][C:6]([C:7]1[CH:12]=[CH:11][C:10](=[O:13])[N:9]([CH2:23][CH:20]2[CH2:22][CH2:21]2)[CH:8]=1)=[O:14], predict the reactants needed to synthesize it. The reactants are: [Cl:1][C:2]1[CH:18]=[C:17]([Cl:19])[CH:16]=[CH:15][C:3]=1[CH2:4][NH:5][C:6](=[O:14])[C:7]1[CH:12]=[CH:11][C:10]([OH:13])=[N:9][CH:8]=1.[CH:20]1([CH2:23]Br)[CH2:22][CH2:21]1.C(=O)([O-])[O-].[K+].[K+]. (9) Given the product [C:31]([O:35][C:36](=[O:46])[NH:37][CH2:38][C:39]1[CH:44]=[CH:43][CH:42]=[C:41]([NH:48][C:28]([C:25]2([C:23](=[O:24])[NH:22][C:19]3[CH:18]=[CH:17][C:16]([O:15][C:6]4[C:5]5[C:10](=[CH:11][C:12]([O:13][CH3:14])=[C:3]([O:2][CH3:1])[CH:4]=5)[N:9]=[CH:8][CH:7]=4)=[CH:21][CH:20]=3)[CH2:26][CH2:27]2)=[O:29])[CH:40]=1)([CH3:34])([CH3:33])[CH3:32], predict the reactants needed to synthesize it. The reactants are: [CH3:1][O:2][C:3]1[CH:4]=[C:5]2[C:10](=[CH:11][C:12]=1[O:13][CH3:14])[N:9]=[CH:8][CH:7]=[C:6]2[O:15][C:16]1[CH:21]=[CH:20][C:19]([NH:22][C:23]([C:25]2([C:28](O)=[O:29])[CH2:27][CH2:26]2)=[O:24])=[CH:18][CH:17]=1.[C:31]([O:35][C:36](=[O:46])[NH:37][CH2:38][C:39]1[CH:44]=[CH:43][C:42](N)=[CH:41][CH:40]=1)([CH3:34])([CH3:33])[CH3:32].C[N:48](C(ON1N=NC2C=CC=NC1=2)=[N+](C)C)C.F[P-](F)(F)(F)(F)F.CCN(C(C)C)C(C)C.